This data is from Catalyst prediction with 721,799 reactions and 888 catalyst types from USPTO. The task is: Predict which catalyst facilitates the given reaction. (1) Reactant: CC1(C)C(C)(C)OB([C:9]2[CH2:10][CH2:11][N:12]([C:15]([O:17][C:18]([CH3:21])([CH3:20])[CH3:19])=[O:16])[CH2:13][CH:14]=2)O1.Br[C:24]1[CH:25]=[N:26][CH:27]=[CH:28][CH:29]=1.C([O-])([O-])=O.[K+].[K+]. The catalyst class is: 3. Product: [N:26]1[CH:27]=[CH:28][CH:29]=[C:24]([C:9]2[CH2:10][CH2:11][N:12]([C:15]([O:17][C:18]([CH3:19])([CH3:20])[CH3:21])=[O:16])[CH2:13][CH:14]=2)[CH:25]=1. (2) Reactant: Br[CH2:2][C:3]([O:5][CH3:6])=[O:4].[F:7][C:8]1[CH:13]=[CH:12][C:11]([C:14]2[N:15]=[C:16]([C:19]3[CH:24]=[CH:23][CH:22]=[CH:21][CH:20]=3)[NH:17][CH:18]=2)=[CH:10][C:9]=1[CH3:25].C(=O)([O-])[O-].[K+].[K+]. Product: [CH3:6][O:5][C:3](=[O:4])[CH2:2][N:17]1[CH:18]=[C:14]([C:11]2[CH:12]=[CH:13][C:8]([F:7])=[C:9]([CH3:25])[CH:10]=2)[N:15]=[C:16]1[C:19]1[CH:20]=[CH:21][CH:22]=[CH:23][CH:24]=1. The catalyst class is: 3. (3) Reactant: [CH3:1][C:2]([NH:14]C(=O)C)([C:4]1[CH:9]=[CH:8][N:7]=[C:6]([C:10]([F:13])([F:12])[F:11])[N:5]=1)[CH3:3].[OH-].[Na+]. Product: [CH3:3][C:2]([NH2:14])([C:4]1[CH:9]=[CH:8][N:7]=[C:6]([C:10]([F:11])([F:13])[F:12])[N:5]=1)[CH3:1]. The catalyst class is: 33. (4) Reactant: Br[CH2:2][C:3]1[CH:12]=[CH:11][C:6]([C:7]([O:9][CH3:10])=[O:8])=[CH:5][CH:4]=1.B(O)(O)[C:14]1[CH:19]=[CH:18][CH:17]=[C:16]([C:20]([F:23])([F:22])[F:21])[CH:15]=1.C([O-])([O-])=O.[Na+].[Na+]. Product: [F:21][C:20]([F:23])([F:22])[C:16]1[CH:15]=[C:14]([CH:19]=[CH:18][CH:17]=1)[CH2:2][C:3]1[CH:12]=[CH:11][C:6]([C:7]([O:9][CH3:10])=[O:8])=[CH:5][CH:4]=1. The catalyst class is: 117. (5) Reactant: [NH:1]1[CH2:6][CH2:5][CH2:4][CH:3]([CH:7]([NH:10][C:11]([C:13]2[C:14]3[CH:21]=[N:20][N:19]([C:22]4[CH:27]=[CH:26][C:25]([F:28])=[CH:24][CH:23]=4)[C:15]=3[CH:16]=[N:17][CH:18]=2)=[O:12])[CH2:8][CH3:9])[CH2:2]1.CCN(CC)CC.[CH3:36][S:37](Cl)(=[O:39])=[O:38]. Product: [CH3:36][S:37]([N:1]1[CH2:6][CH2:5][CH2:4][CH:3]([CH:7]([NH:10][C:11]([C:13]2[C:14]3[CH:21]=[N:20][N:19]([C:22]4[CH:23]=[CH:24][C:25]([F:28])=[CH:26][CH:27]=4)[C:15]=3[CH:16]=[N:17][CH:18]=2)=[O:12])[CH2:8][CH3:9])[CH2:2]1)(=[O:39])=[O:38]. The catalyst class is: 4. (6) Product: [CH3:13][O:14][CH2:15][O:16][CH2:17][CH2:18][CH2:19][CH2:20][CH2:21][CH2:22][CH2:23][CH2:24][CH2:25][CH2:26][Si:3]([O:6][CH3:7])([O:4][CH3:5])[O:2][CH3:1]. Reactant: [CH3:1][O:2][SiH:3]([O:6][CH3:7])[O:4][CH3:5].C(O)(=O)C.[Cl-].[CH3:13][O:14][CH2:15][O:16][CH2:17][CH2:18][CH2:19][CH2:20][CH2:21][CH2:22][CH2:23][CH2:24][CH:25]=[CH2:26]. The catalyst class is: 7. (7) The catalyst class is: 43. Product: [CH2:1]([C:3]1[N:4]([CH2:29][C:30]([OH:33])([CH3:32])[CH3:31])[C:5]2[C:14]3[CH:13]=[CH:12][C:11]([CH2:15][CH2:16][N:17]4[C:25](=[O:26])[C:24]5[C:19](=[CH:20][CH:21]=[CH:22][CH:23]=5)[C:18]4=[O:27])=[CH:10][C:9]=3[N:8]=[CH:7][C:6]=2[N:28]=1)[CH3:2]. Reactant: [CH2:1]([C:3]1[N:4]([CH2:29][C:30]([OH:33])([CH3:32])[CH3:31])[C:5]2[C:14]3[CH:13]=[CH:12][C:11]([CH:15]=[CH:16][N:17]4[C:25](=[O:26])[C:24]5[C:19](=[CH:20][CH:21]=[CH:22][CH:23]=5)[C:18]4=[O:27])=[CH:10][C:9]=3[N:8]=[CH:7][C:6]=2[N:28]=1)[CH3:2]. (8) Reactant: [Cl:1][C:2]1[CH:3]=[C:4]([C:9]2([C:23]([F:26])([F:25])[F:24])[CH2:13][N:12]=[C:11]([C:14]3[CH:21]=[CH:20][C:17]([CH:18]=O)=[C:16]([Cl:22])[CH:15]=3)[CH2:10]2)[CH:5]=[C:6]([Cl:8])[CH:7]=1.Cl.C([NH:30][NH:31][C:32]([NH2:34])=[O:33])C.O.[CH2:36](O)[CH3:37]. Product: [CH2:36]([N:31]([C:32]([NH2:34])=[O:33])[N:30]=[CH:18][C:17]1[CH:20]=[CH:21][C:14]([C:11]2[CH2:10][C:9]([C:4]3[CH:3]=[C:2]([Cl:1])[CH:7]=[C:6]([Cl:8])[CH:5]=3)([C:23]([F:24])([F:25])[F:26])[CH2:13][N:12]=2)=[CH:15][C:16]=1[Cl:22])[CH3:37]. The catalyst class is: 15. (9) Reactant: Cl[O-:2].[Na+].[OH-].[Na+].[C:6]([C:9]1[CH:18]=[CH:17][C:16]2[C:11](=[CH:12][CH:13]=[C:14]([Br:19])[CH:15]=2)[CH:10]=1)(=[O:8])C. Product: [Br:19][C:14]1[CH:15]=[C:16]2[C:11](=[CH:12][CH:13]=1)[CH:10]=[C:9]([C:6]([OH:8])=[O:2])[CH:18]=[CH:17]2. The catalyst class is: 127.